This data is from NCI-60 drug combinations with 297,098 pairs across 59 cell lines. The task is: Regression. Given two drug SMILES strings and cell line genomic features, predict the synergy score measuring deviation from expected non-interaction effect. (1) Drug 2: CC1=C(N=C(N=C1N)C(CC(=O)N)NCC(C(=O)N)N)C(=O)NC(C(C2=CN=CN2)OC3C(C(C(C(O3)CO)O)O)OC4C(C(C(C(O4)CO)O)OC(=O)N)O)C(=O)NC(C)C(C(C)C(=O)NC(C(C)O)C(=O)NCCC5=NC(=CS5)C6=NC(=CS6)C(=O)NCCC[S+](C)C)O. Cell line: M14. Drug 1: COC1=C(C=C2C(=C1)N=CN=C2NC3=CC(=C(C=C3)F)Cl)OCCCN4CCOCC4. Synergy scores: CSS=31.7, Synergy_ZIP=-5.86, Synergy_Bliss=0.203, Synergy_Loewe=-1.64, Synergy_HSA=3.43. (2) Drug 2: CC(C)CN1C=NC2=C1C3=CC=CC=C3N=C2N. Cell line: BT-549. Synergy scores: CSS=11.6, Synergy_ZIP=-3.01, Synergy_Bliss=-0.968, Synergy_Loewe=-4.04, Synergy_HSA=-3.85. Drug 1: C1=CC(=CC=C1CC(C(=O)O)N)N(CCCl)CCCl.Cl. (3) Drug 1: C1CCC(C1)C(CC#N)N2C=C(C=N2)C3=C4C=CNC4=NC=N3. Drug 2: CC1=CC=C(C=C1)C2=CC(=NN2C3=CC=C(C=C3)S(=O)(=O)N)C(F)(F)F. Cell line: SK-OV-3. Synergy scores: CSS=1.95, Synergy_ZIP=-1.74, Synergy_Bliss=1.36, Synergy_Loewe=0.0460, Synergy_HSA=1.33. (4) Drug 1: C1CC(=O)NC(=O)C1N2CC3=C(C2=O)C=CC=C3N. Drug 2: CC1C(C(CC(O1)OC2CC(CC3=C2C(=C4C(=C3O)C(=O)C5=C(C4=O)C(=CC=C5)OC)O)(C(=O)C)O)N)O.Cl. Cell line: HL-60(TB). Synergy scores: CSS=30.8, Synergy_ZIP=-2.66, Synergy_Bliss=-5.80, Synergy_Loewe=-49.2, Synergy_HSA=-4.07. (5) Drug 1: CC1=C(C(CCC1)(C)C)C=CC(=CC=CC(=CC(=O)O)C)C. Drug 2: C1CN1C2=NC(=NC(=N2)N3CC3)N4CC4. Cell line: NCIH23. Synergy scores: CSS=46.5, Synergy_ZIP=1.65, Synergy_Bliss=2.89, Synergy_Loewe=-16.1, Synergy_HSA=2.88.